Task: Predict the reactants needed to synthesize the given product.. Dataset: Full USPTO retrosynthesis dataset with 1.9M reactions from patents (1976-2016) (1) Given the product [NH2:35][C:3]1[C:2](=[O:1])[CH:7]=[CH:6][N:5]([C:8]2[CH:13]=[CH:12][CH:11]=[C:10]([C:14]([F:17])([F:16])[F:15])[CH:9]=2)[N:4]=1, predict the reactants needed to synthesize it. The reactants are: [O:1]=[C:2]1[CH:7]=[CH:6][N:5]([C:8]2[CH:13]=[CH:12][CH:11]=[C:10]([C:14]([F:17])([F:16])[F:15])[CH:9]=2)[N:4]=[C:3]1C(O)=O.C1C=CC(P([N:35]=[N+]=[N-])(C2C=CC=CC=2)=O)=CC=1.CCN(CC)CC.[OH-].[Na+]. (2) Given the product [C:1]([O:4][CH2:5][C:6]([N:8]1[CH2:13][CH2:12][CH:11]([C:14]2[CH:19]=[C:18]([C:44]3[CH:45]=[CH:46][C:47]([C:49]([F:52])([F:51])[F:50])=[CH:48][C:43]=3[CH2:42][N:38]3[C@@H:37]([CH3:62])[C@@H:36]([C:28]4[CH:29]=[C:30]([C:32]([F:35])([F:33])[F:34])[CH:31]=[C:26]([C:25]([F:24])([F:63])[F:64])[CH:27]=4)[O:40][C:39]3=[O:41])[C:17]([O:21][CH3:22])=[CH:16][C:15]=2[F:23])[CH2:10][CH2:9]1)=[O:7])(=[O:3])[CH3:2], predict the reactants needed to synthesize it. The reactants are: [C:1]([O:4][CH2:5][C:6]([N:8]1[CH2:13][CH2:12][CH:11]([C:14]2[CH:19]=[C:18](I)[C:17]([O:21][CH3:22])=[CH:16][C:15]=2[F:23])[CH2:10][CH2:9]1)=[O:7])(=[O:3])[CH3:2].[F:24][C:25]([F:64])([F:63])[C:26]1[CH:27]=[C:28]([C@H:36]2[O:40][C:39](=[O:41])[N:38]([CH2:42][C:43]3[CH:48]=[C:47]([C:49]([F:52])([F:51])[F:50])[CH:46]=[CH:45][C:44]=3B3OC(C)(C)C(C)(C)O3)[C@H:37]2[CH3:62])[CH:29]=[C:30]([C:32]([F:35])([F:34])[F:33])[CH:31]=1.C. (3) Given the product [CH:9]1([C@H:13]([NH:15][C:16]2[N:24]=[C:23]([C:25](=[NH:26])[NH:2][OH:3])[N:22]=[C:21]3[C:17]=2[N:18]([CH2:32][C@H:33]2[CH2:34][CH2:35][C@H:36]([CH3:39])[CH2:37][CH2:38]2)[C:19]([CH2:27][C:28]([OH:31])([CH3:30])[CH3:29])=[N:20]3)[CH3:14])[CH2:12][CH2:11][CH2:10]1, predict the reactants needed to synthesize it. The reactants are: Cl.[NH2:2][OH:3].C(=O)(O)[O-].[Na+].[CH:9]1([C@H:13]([NH:15][C:16]2[N:24]=[C:23]([C:25]#[N:26])[N:22]=[C:21]3[C:17]=2[N:18]([CH2:32][C@H:33]2[CH2:38][CH2:37][C@H:36]([CH3:39])[CH2:35][CH2:34]2)[C:19]([CH2:27][C:28]([OH:31])([CH3:30])[CH3:29])=[N:20]3)[CH3:14])[CH2:12][CH2:11][CH2:10]1. (4) The reactants are: [Br:1][C:2]1[CH:10]=[C:9]([CH3:11])[C:8]2[NH:7][C:6]3[CH2:12][CH:13]4[NH:17][CH:16]([C:5]=3[C:4]=2[C:3]=1[C:18]([O:20][C:21]([CH3:24])([CH3:23])[CH3:22])=[O:19])[CH2:15][CH2:14]4.[H-].[Na+].I[CH3:28]. Given the product [Br:1][C:2]1[CH:10]=[C:9]([CH3:11])[C:8]2[N:7]([CH3:28])[C:6]3[CH2:12][CH:13]4[NH:17][CH:16]([C:5]=3[C:4]=2[C:3]=1[C:18]([O:20][C:21]([CH3:24])([CH3:23])[CH3:22])=[O:19])[CH2:15][CH2:14]4, predict the reactants needed to synthesize it. (5) Given the product [F:54][C:13]([F:12])([CH2:47][C:48]1[CH:53]=[CH:52][CH:51]=[CH:50][CH:49]=1)[C@H:14]([NH:16][C:17]([C:19]1[C:27]2[C:22](=[N:23][CH:24]=[C:25]([C:28]3[C:36]4[C:31](=[CH:32][C:33]([F:37])=[CH:34][CH:35]=4)[N:30]([CH3:38])[N:29]=3)[N:26]=2)[NH:21][CH:20]=1)=[O:18])[CH3:15], predict the reactants needed to synthesize it. The reactants are: FC(F)(F)C(O)=O.C(N)CN.[F:12][C:13]([F:54])([CH2:47][C:48]1[CH:53]=[CH:52][CH:51]=[CH:50][CH:49]=1)[C@H:14]([NH:16][C:17]([C:19]1[C:27]2[C:22](=[N:23][CH:24]=[C:25]([C:28]3[C:36]4[C:31](=[CH:32][C:33]([F:37])=[CH:34][CH:35]=4)[N:30]([CH3:38])[N:29]=3)[N:26]=2)[N:21](COCC[Si](C)(C)C)[CH:20]=1)=[O:18])[CH3:15]. (6) The reactants are: [C:1]([Si:5]([CH3:30])([CH3:29])[O:6][C@@H:7]1[CH2:12][CH2:11][C@H:10]([N:13]2[CH2:17][CH2:16][CH:15]([CH2:18][C:19]3[C:24]([Cl:25])=[CH:23][C:22]([OH:26])=[CH:21][C:20]=3[Cl:27])[C:14]2=[O:28])[CH2:9][CH2:8]1)([CH3:4])([CH3:3])[CH3:2].[F:31][C:32]([F:45])([F:44])[S:33](O[S:33]([C:32]([F:45])([F:44])[F:31])(=[O:35])=[O:34])(=[O:35])=[O:34]. Given the product [C:1]([Si:5]([CH3:30])([CH3:29])[O:6][C@@H:7]1[CH2:12][CH2:11][C@H:10]([N:13]2[CH2:17][CH2:16][CH:15]([CH2:18][C:19]3[C:20]([Cl:27])=[CH:21][C:22]([O:26][S:33]([C:32]([F:45])([F:44])[F:31])(=[O:35])=[O:34])=[CH:23][C:24]=3[Cl:25])[C:14]2=[O:28])[CH2:9][CH2:8]1)([CH3:2])([CH3:4])[CH3:3], predict the reactants needed to synthesize it. (7) Given the product [F:25][C:26]1[CH:31]=[CH:30][CH:29]=[CH:28][C:27]=1[NH:32][C:33](=[O:34])[NH:1][C:2]1[CH:7]=[CH:6][C:5]([C:8]2[CH:12]=[C:11]([C:13]([N:15]([C@@H:17]([CH:22]([CH3:24])[CH3:23])[C:18]([O:20][CH3:21])=[O:19])[CH3:16])=[O:14])[O:10][N:9]=2)=[CH:4][CH:3]=1, predict the reactants needed to synthesize it. The reactants are: [NH2:1][C:2]1[CH:7]=[CH:6][C:5]([C:8]2[CH:12]=[C:11]([C:13]([N:15]([C@@H:17]([CH:22]([CH3:24])[CH3:23])[C:18]([O:20][CH3:21])=[O:19])[CH3:16])=[O:14])[O:10][N:9]=2)=[CH:4][CH:3]=1.[F:25][C:26]1[CH:31]=[CH:30][CH:29]=[CH:28][C:27]=1[N:32]=[C:33]=[O:34]. (8) Given the product [F:27][C:2]1([F:1])[CH2:3][CH:4]([C:6]2[CH:11]=[CH:10][C:9]([N:12]3[CH2:25][CH2:24][C:14]4([CH2:15][CH2:16][C:17](=[O:18])[CH2:22][CH2:23]4)[C:13]3=[O:26])=[CH:8][CH:7]=2)[CH2:5]1, predict the reactants needed to synthesize it. The reactants are: [F:1][C:2]1([F:27])[CH2:5][CH:4]([C:6]2[CH:11]=[CH:10][C:9]([N:12]3[CH2:25][CH2:24][C:14]4([CH2:23][CH2:22][C:17]5(OCC[O:18]5)[CH2:16][CH2:15]4)[C:13]3=[O:26])=[CH:8][CH:7]=2)[CH2:3]1.Cl.CCOC(C)=O. (9) Given the product [C:56]([O:55][CH2:54][C@@H:38]1[C@@H:39]([O:50][C:51](=[O:53])[CH3:52])[C@H:40]([O:46][C:47](=[O:49])[CH3:48])[C@H:41]([O:42][C:43](=[O:45])[CH3:44])[C@@H:36]([CH2:35][CH2:34][CH2:33][C:30]2[CH:29]=[CH:28][C:27]([CH2:26][CH2:25][CH2:24][C@@H:8]3[C@@H:9]([O:20][C:21](=[O:23])[CH3:22])[C@@H:10]([O:16][C:17](=[O:19])[CH3:18])[C@H:11]([O:12][C:13](=[O:15])[CH3:14])[C@@H:6]([CH2:5][O:4][C:1](=[O:3])[CH3:2])[O:7]3)=[CH:32][CH:31]=2)[O:37]1)(=[O:58])[CH3:57], predict the reactants needed to synthesize it. The reactants are: [C:1]([O:4][CH2:5][C@@H:6]1[C@@H:11]([O:12][C:13](=[O:15])[CH3:14])[C@H:10]([O:16][C:17](=[O:19])[CH3:18])[C@H:9]([O:20][C:21](=[O:23])[CH3:22])[C@@H:8]([CH2:24]/[CH:25]=[CH:26]/[C:27]2[CH:32]=[CH:31][C:30](/[CH:33]=[CH:34]/[CH2:35][C@@H:36]3[C@@H:41]([O:42][C:43](=[O:45])[CH3:44])[C@@H:40]([O:46][C:47](=[O:49])[CH3:48])[C@H:39]([O:50][C:51](=[O:53])[CH3:52])[C@@H:38]([CH2:54][O:55][C:56](=[O:58])[CH3:57])[O:37]3)=[CH:29][CH:28]=2)[O:7]1)(=[O:3])[CH3:2].